From a dataset of Forward reaction prediction with 1.9M reactions from USPTO patents (1976-2016). Predict the product of the given reaction. (1) Given the reactants [Cl:1][C:2]1[CH:10]=[CH:9][C:8]2[NH:7][C:6]3[CH2:11][CH2:12][N:13]([CH3:16])[CH2:14][CH2:15][C:5]=3[C:4]=2[CH:3]=1.Br[CH:18]=[C:19]([C:21]1[CH:26]=[CH:25][CH:24]=[CH:23][C:22]=1[Cl:27])[CH3:20].N1CCC[C@H]1C(O)=O.[O-]P([O-])([O-])=O.[K+].[K+].[K+], predict the reaction product. The product is: [Cl:1][C:2]1[CH:10]=[CH:9][C:8]2[N:7](/[CH:18]=[C:19](/[C:21]3[CH:26]=[CH:25][CH:24]=[CH:23][C:22]=3[Cl:27])\[CH3:20])[C:6]3[CH2:11][CH2:12][N:13]([CH3:16])[CH2:14][CH2:15][C:5]=3[C:4]=2[CH:3]=1. (2) Given the reactants O[CH2:2][CH:3]([C:7]1[N:16]=[C:15]([C:17]2[CH:22]=[C:21]([F:23])[CH:20]=[CH:19][C:18]=2[CH3:24])[CH:14]=[C:13]2[C:8]=1[CH:9]=[C:10]([NH:25][C:26]([CH:28]1[CH2:30][CH2:29]1)=[O:27])[N:11]=[CH:12]2)[CH2:4][CH2:5][OH:6].C1(P(C2C=CC=CC=2)C2C=CC=CC=2)C=CC=CC=1.N(C(OC(C)C)=O)=NC(OC(C)C)=O, predict the reaction product. The product is: [F:23][C:21]1[CH:20]=[CH:19][C:18]([CH3:24])=[C:17]([C:15]2[CH:14]=[C:13]3[C:8]([CH:9]=[C:10]([NH:25][C:26]([CH:28]4[CH2:30][CH2:29]4)=[O:27])[N:11]=[CH:12]3)=[C:7]([CH:3]3[CH2:4][CH2:5][O:6][CH2:2]3)[N:16]=2)[CH:22]=1. (3) Given the reactants [Cl:1][C:2]1[CH:7]=[CH:6][CH:5]=[CH:4][C:3]=1[C:8]1[O:12][N:11]=[CH:10][C:9]=1[C:13]([OH:15])=O.Cl.Cl.Cl.[NH:19]1[CH2:23][CH2:22][CH:21]([C:24]2[CH:29]=[N:28][CH:27]=[CH:26][N:25]=2)[CH2:20]1, predict the reaction product. The product is: [Cl:1][C:2]1[CH:7]=[CH:6][CH:5]=[CH:4][C:3]=1[C:8]1[O:12][N:11]=[CH:10][C:9]=1[C:13]([N:19]1[CH2:23][CH2:22][CH:21]([C:24]2[CH:29]=[N:28][CH:27]=[CH:26][N:25]=2)[CH2:20]1)=[O:15]. (4) Given the reactants [N:1]1[CH:6]=[CH:5][C:4]([C:7]2[CH:16]=[C:15]3[C:10]([CH:11]=[CH:12][N:13]=[CH:14]3)=[CH:9][CH:8]=2)=[CH:3][CH:2]=1.C1C(=O)N([Br:24])C(=O)C1.C([O-])(O)=O.[Na+], predict the reaction product. The product is: [Br:24][C:9]1[CH:8]=[C:7]([C:4]2[CH:3]=[CH:2][N:1]=[CH:6][CH:5]=2)[CH:16]=[C:15]2[C:10]=1[CH:11]=[CH:12][N:13]=[CH:14]2. (5) Given the reactants [Br:1][C:2]1[C:3]([CH:9]([C:11]2[CH:16]=[CH:15][C:14]([C:17]([F:20])([F:19])[F:18])=[CH:13][CH:12]=2)O)=[C:4]([CH3:8])[S:5][C:6]=1[CH3:7].C([SiH](CC)CC)C.FC(F)(F)C(O)=O, predict the reaction product. The product is: [Br:1][C:2]1[C:3]([CH2:9][C:11]2[CH:12]=[CH:13][C:14]([C:17]([F:19])([F:18])[F:20])=[CH:15][CH:16]=2)=[C:4]([CH3:8])[S:5][C:6]=1[CH3:7].